This data is from Rat liver microsome stability data. The task is: Regression/Classification. Given a drug SMILES string, predict its absorption, distribution, metabolism, or excretion properties. Task type varies by dataset: regression for continuous measurements (e.g., permeability, clearance, half-life) or binary classification for categorical outcomes (e.g., BBB penetration, CYP inhibition). Dataset: rlm. (1) The molecule is CN1CC=C(c2nc(Nc3ccc(F)c(F)c3)c3ccccc3n2)CC1. The result is 1 (stable in rat liver microsomes). (2) The molecule is CCCSc1nc(N[C@@H]2C[C@H]2c2ccc(F)c(F)c2)c2nnn([C@@H]3C[C@H](OCCO)[C@@H](O)[C@H]3O)c2n1. The result is 0 (unstable in rat liver microsomes). (3) The drug is CCOc1nc(NC(=O)C2(NC(=O)c3ccc4c(c3)c(C)c(-c3ccc(F)cn3)n4C3CCCCC3)CCC2)ccc1C=CC(=O)O. The result is 0 (unstable in rat liver microsomes). (4) The drug is O=C1C(c2ccc(C(F)(F)F)cc2)=C(Nc2ccc(Cl)cc2)c2ccccc21. The result is 1 (stable in rat liver microsomes). (5) The drug is COc1ccc(CNC(=O)c2cnc3ccccc3n2)cc1. The result is 1 (stable in rat liver microsomes).